This data is from Reaction yield outcomes from USPTO patents with 853,638 reactions. The task is: Predict the reaction yield, written as a fraction of the theoretical maximum amount of product (1.0 means a 100% yield; for example, 0.34 means a 34% yield). (1) The reactants are Br[C:2]1[S:3][CH:4]=[C:5]([CH2:7][C:8]([O:10][CH2:11][CH3:12])=[O:9])[N:6]=1.CCN(C(C)C)C(C)C.[C:22]1([C:28]#[C:29][CH2:30][CH3:31])[CH:27]=[CH:26][CH:25]=[CH:24][CH:23]=1. The catalyst is COCCOC.C1C=CC([P]([Pd]([P](C2C=CC=CC=2)(C2C=CC=CC=2)C2C=CC=CC=2)([P](C2C=CC=CC=2)(C2C=CC=CC=2)C2C=CC=CC=2)[P](C2C=CC=CC=2)(C2C=CC=CC=2)C2C=CC=CC=2)(C2C=CC=CC=2)C2C=CC=CC=2)=CC=1.[Cu]I. The product is [C:22]1([CH2:28][CH2:29][C:30]#[C:31][C:2]2[S:3][CH:4]=[C:5]([CH2:7][C:8]([O:10][CH2:11][CH3:12])=[O:9])[N:6]=2)[CH:27]=[CH:26][CH:25]=[CH:24][CH:23]=1. The yield is 0.624. (2) The reactants are Cl[S:2]([CH2:5][CH2:6][CH2:7][NH:8][C:9](=[O:11])[CH3:10])(=[O:4])=[O:3].[C:12]([O:20][CH2:21][O:22][C:23](=[O:33])[NH:24][CH2:25][CH2:26][CH2:27][C:28]([CH3:32])([CH3:31])[CH2:29][OH:30])(=[O:19])[C:13]1[CH:18]=[CH:17][CH:16]=[CH:15][CH:14]=1.C(N(CC)CC)C. The catalyst is ClCCl.CN(C1C=CN=CC=1)C. The product is [C:12]([O:20][CH2:21][O:22][C:23](=[O:33])[NH:24][CH2:25][CH2:26][CH2:27][C:28]([CH3:31])([CH3:32])[CH2:29][O:30][S:2]([CH2:5][CH2:6][CH2:7][NH:8][C:9](=[O:11])[CH3:10])(=[O:4])=[O:3])(=[O:19])[C:13]1[CH:14]=[CH:15][CH:16]=[CH:17][CH:18]=1. The yield is 0.340. (3) The reactants are CCN(C(C)C)C(C)C.[OH:10][C:11]1[CH:12]=[CH:13][CH:14]=[C:15]2[C:20]=1[O:19][C:18](=[O:21])[C:17]([C:22]([OH:24])=O)=[CH:16]2.CN(C(ON1N=NC2C=CC=NC1=2)=[N+](C)C)C.F[P-](F)(F)(F)(F)F.[C:49]([O:53][C:54]([N:56]1[C:64]2[C:59](=[CH:60][CH:61]=[CH:62][CH:63]=2)[CH:58]=[C:57]1[C:65]1[CH:70]=[CH:69][CH:68]=[C:67]([NH2:71])[CH:66]=1)=[O:55])([CH3:52])([CH3:51])[CH3:50]. The catalyst is CN(C=O)C. The product is [C:49]([O:53][C:54]([N:56]1[C:64]2[C:59](=[CH:60][CH:61]=[CH:62][CH:63]=2)[CH:58]=[C:57]1[C:65]1[CH:70]=[CH:69][CH:68]=[C:67]([NH:71][C:22]([C:17]2[C:18](=[O:21])[O:19][C:20]3[C:15]([CH:16]=2)=[CH:14][CH:13]=[CH:12][C:11]=3[OH:10])=[O:24])[CH:66]=1)=[O:55])([CH3:52])([CH3:50])[CH3:51]. The yield is 0.640. (4) The reactants are [Br:1][C:2]1[CH:7]=[C:6]([C:8]([CH3:11])([CH3:10])[CH3:9])[C:5]([OH:12])=[C:4]([C:13]([CH3:16])([CH3:15])[CH3:14])[CH:3]=1.[C:17](=O)([O-])[O-].[K+].[K+].S(OC)(OC)(=O)=O. The catalyst is CC(C)=O. The product is [Br:1][C:2]1[CH:3]=[C:4]([C:13]([CH3:16])([CH3:15])[CH3:14])[C:5]([O:12][CH3:17])=[C:6]([C:8]([CH3:9])([CH3:10])[CH3:11])[CH:7]=1. The yield is 0.952. (5) The reactants are Cl[C:2]1[N:7]=[C:6]([NH:8][C:9]2[NH:10][N:11]=[C:12]([CH:14]3[CH2:16][CH2:15]3)[CH:13]=2)[N:5]=[C:4]([NH:17][C:18]2[CH:26]=[C:25]3[C:21]([C:22](=[O:27])[NH:23][NH:24]3)=[CH:20][CH:19]=2)[N:3]=1.Cl.[CH3:29][O-:30].[Na+]. The catalyst is CO. The product is [CH:14]1([C:12]2[CH:13]=[C:9]([NH:8][C:6]3[N:7]=[C:2]([O:30][CH3:29])[N:3]=[C:4]([NH:17][C:18]4[CH:26]=[C:25]5[C:21]([C:22](=[O:27])[NH:23][NH:24]5)=[CH:20][CH:19]=4)[N:5]=3)[NH:10][N:11]=2)[CH2:16][CH2:15]1. The yield is 0.108.